This data is from NCI-60 drug combinations with 297,098 pairs across 59 cell lines. The task is: Regression. Given two drug SMILES strings and cell line genomic features, predict the synergy score measuring deviation from expected non-interaction effect. (1) Drug 1: C1CCC(CC1)NC(=O)N(CCCl)N=O. Drug 2: C1C(C(OC1N2C=C(C(=O)NC2=O)F)CO)O. Cell line: SW-620. Synergy scores: CSS=38.8, Synergy_ZIP=-9.33, Synergy_Bliss=-9.56, Synergy_Loewe=-5.36, Synergy_HSA=-3.64. (2) Drug 1: CCN(CC)CCNC(=O)C1=C(NC(=C1C)C=C2C3=C(C=CC(=C3)F)NC2=O)C. Drug 2: N.N.Cl[Pt+2]Cl. Cell line: HS 578T. Synergy scores: CSS=6.30, Synergy_ZIP=-1.07, Synergy_Bliss=3.38, Synergy_Loewe=-0.314, Synergy_HSA=0.0414. (3) Cell line: NCI-H226. Drug 1: CC(C1=C(C=CC(=C1Cl)F)Cl)OC2=C(N=CC(=C2)C3=CN(N=C3)C4CCNCC4)N. Drug 2: CNC(=O)C1=CC=CC=C1SC2=CC3=C(C=C2)C(=NN3)C=CC4=CC=CC=N4. Synergy scores: CSS=5.86, Synergy_ZIP=-0.837, Synergy_Bliss=3.01, Synergy_Loewe=0.626, Synergy_HSA=1.00.